This data is from NCI-60 drug combinations with 297,098 pairs across 59 cell lines. The task is: Regression. Given two drug SMILES strings and cell line genomic features, predict the synergy score measuring deviation from expected non-interaction effect. (1) Drug 1: C1=NC2=C(N1)C(=S)N=C(N2)N. Drug 2: COC1=C2C(=CC3=C1OC=C3)C=CC(=O)O2. Cell line: T-47D. Synergy scores: CSS=1.43, Synergy_ZIP=-5.33, Synergy_Bliss=-7.46, Synergy_Loewe=-8.39, Synergy_HSA=-8.01. (2) Drug 1: CC1=C(C=C(C=C1)NC2=NC=CC(=N2)N(C)C3=CC4=NN(C(=C4C=C3)C)C)S(=O)(=O)N.Cl. Drug 2: CC(C)CN1C=NC2=C1C3=CC=CC=C3N=C2N. Cell line: MOLT-4. Synergy scores: CSS=-2.67, Synergy_ZIP=-0.00855, Synergy_Bliss=-4.85, Synergy_Loewe=-6.98, Synergy_HSA=-7.02. (3) Drug 1: CCC1=CC2CC(C3=C(CN(C2)C1)C4=CC=CC=C4N3)(C5=C(C=C6C(=C5)C78CCN9C7C(C=CC9)(C(C(C8N6C)(C(=O)OC)O)OC(=O)C)CC)OC)C(=O)OC.C(C(C(=O)O)O)(C(=O)O)O. Drug 2: CC12CCC3C(C1CCC2OP(=O)(O)O)CCC4=C3C=CC(=C4)OC(=O)N(CCCl)CCCl.[Na+]. Cell line: OVCAR-5. Synergy scores: CSS=46.5, Synergy_ZIP=-3.81, Synergy_Bliss=-4.74, Synergy_Loewe=-25.0, Synergy_HSA=-2.73. (4) Drug 2: C1=NC2=C(N=C(N=C2N1C3C(C(C(O3)CO)O)F)Cl)N. Drug 1: CC1=CC2C(CCC3(C2CCC3(C(=O)C)OC(=O)C)C)C4(C1=CC(=O)CC4)C. Cell line: SF-268. Synergy scores: CSS=15.6, Synergy_ZIP=2.95, Synergy_Bliss=3.13, Synergy_Loewe=-35.3, Synergy_HSA=-0.630. (5) Drug 1: CCCCCOC(=O)NC1=NC(=O)N(C=C1F)C2C(C(C(O2)C)O)O. Drug 2: CC1=C(C(=CC=C1)Cl)NC(=O)C2=CN=C(S2)NC3=CC(=NC(=N3)C)N4CCN(CC4)CCO. Cell line: HCC-2998. Synergy scores: CSS=7.44, Synergy_ZIP=-2.44, Synergy_Bliss=-0.221, Synergy_Loewe=-22.4, Synergy_HSA=1.38. (6) Drug 2: CC1=C(C(=O)C2=C(C1=O)N3CC4C(C3(C2COC(=O)N)OC)N4)N. Drug 1: C#CCC(CC1=CN=C2C(=N1)C(=NC(=N2)N)N)C3=CC=C(C=C3)C(=O)NC(CCC(=O)O)C(=O)O. Synergy scores: CSS=17.5, Synergy_ZIP=-6.27, Synergy_Bliss=-3.21, Synergy_Loewe=-3.32, Synergy_HSA=-3.49. Cell line: NCI-H226.